This data is from Full USPTO retrosynthesis dataset with 1.9M reactions from patents (1976-2016). The task is: Predict the reactants needed to synthesize the given product. (1) Given the product [F:27][C:19]1[CH:18]=[C:17]([CH2:16][NH:4][C:3]2[CH:5]=[CH:6][CH:7]=[CH:8][C:2]=2[F:1])[CH:26]=[CH:25][C:20]=1[C:21]([O:23][CH3:24])=[O:22], predict the reactants needed to synthesize it. The reactants are: [F:1][C:2]1[CH:8]=[CH:7][CH:6]=[CH:5][C:3]=1[NH2:4].C(=O)([O-])[O-].[K+].[K+].Br[CH2:16][C:17]1[CH:26]=[CH:25][C:20]([C:21]([O:23][CH3:24])=[O:22])=[C:19]([F:27])[CH:18]=1. (2) Given the product [Cl:50][C:51]1[CH:52]=[C:53]2[C:57](=[CH:58][CH:59]=1)[CH2:56][N:55]([CH:1]=[O:8])[CH2:54]2, predict the reactants needed to synthesize it. The reactants are: [CH2:1]([O:8]C1C=C(OCC2C=CC=CC=2)C(C(C)C)=CC=1C(O)=O)C1C=CC=CC=1.C(Cl)CCl.C1C=NC2N(O)N=NC=2C=1.C(N(CC)CC)C.[Cl:50][C:51]1[CH:52]=[C:53]2[C:57](=[CH:58][CH:59]=1)[CH2:56][NH:55][CH2:54]2. (3) Given the product [Cl:16][C:17]1[CH:18]=[C:19]([O:27][CH2:2][C:3]2[C:13]([F:14])=[CH:12][C:6]([C:7]([O:9][CH2:10][CH3:11])=[O:8])=[C:5]([F:15])[CH:4]=2)[CH:20]=[N:21][C:22]=1[O:23][CH:24]([CH3:25])[CH3:26], predict the reactants needed to synthesize it. The reactants are: Br[CH2:2][C:3]1[C:13]([F:14])=[CH:12][C:6]([C:7]([O:9][CH2:10][CH3:11])=[O:8])=[C:5]([F:15])[CH:4]=1.[Cl:16][C:17]1[CH:18]=[C:19]([OH:27])[CH:20]=[N:21][C:22]=1[O:23][CH:24]([CH3:26])[CH3:25].C(=O)([O-])[O-].[K+].[K+]. (4) The reactants are: COCCN(S(F)(F)[F:11])CCOC.[F:14][C:15]1[CH:16]=[C:17]([CH:40]=[CH:41][C:42]=1[F:43])[C:18]([C:32]1[CH:37]=[CH:36][C:35]([F:38])=[C:34]([F:39])[CH:33]=1)(O)[C:19]([O:21][C@@:22]12[N:29]([CH3:30])[C@@H:26]([CH2:27][CH2:28]1)[CH2:25][CH:24]=[CH:23]2)=[O:20].O.C([O-])(O)=O.[Na+]. Given the product [C@@:22]12([OH:21])[N:29]([CH3:30])[C@@H:26]([CH2:27][CH2:28]1)[CH2:25][CH:24]=[CH:23]2.[F:11][C:18]([C:32]1[CH:37]=[CH:36][C:35]([F:38])=[C:34]([F:39])[CH:33]=1)([C:17]1[CH:40]=[CH:41][C:42]([F:43])=[C:15]([F:14])[CH:16]=1)[C:19]([O-:21])=[O:20], predict the reactants needed to synthesize it. (5) Given the product [CH2:1]([C:5]1[CH:10]=[CH:9][C:8]([C:11]#[C:12][C:13]2[CH:22]=[CH:21][C:16]([C:17]([OH:19])=[O:18])=[CH:15][CH:14]=2)=[CH:7][CH:6]=1)[CH2:2][CH2:3][CH3:4], predict the reactants needed to synthesize it. The reactants are: [CH2:1]([C:5]1[CH:10]=[CH:9][C:8]([C:11]#[C:12][C:13]2[CH:22]=[CH:21][C:16]([C:17]([O:19]C)=[O:18])=[CH:15][CH:14]=2)=[CH:7][CH:6]=1)[CH2:2][CH2:3][CH3:4].[Li+].[OH-].O. (6) The reactants are: [C:1]1([CH:7]([C:16]2[CH:21]=[CH:20][C:19](B3OC(C)(C)C(C)(C)O3)=[CH:18][CH:17]=2)[NH:8][C:9](=[O:15])[O:10][C:11]([CH3:14])([CH3:13])[CH3:12])[CH:6]=[CH:5][CH:4]=[CH:3][CH:2]=1.I[C:32]1[C:40]2[C:35](=[N:36][CH:37]=[N:38][C:39]=2[NH2:41])[N:34]([C@H:42]2[CH2:47][CH2:46][C@@H:45]([N:48]3[CH2:53][CH2:52][N:51]([CH3:54])[CH2:50][CH2:49]3)[CH2:44][CH2:43]2)[N:33]=1.O.C(=O)([O-])[O-].[Na+].[Na+]. Given the product [NH2:41][C:39]1[N:38]=[CH:37][N:36]=[C:35]2[N:34]([C@H:42]3[CH2:47][CH2:46][C@@H:45]([N:48]4[CH2:49][CH2:50][N:51]([CH3:54])[CH2:52][CH2:53]4)[CH2:44][CH2:43]3)[N:33]=[C:32]([C:19]3[CH:18]=[CH:17][C:16]([CH:7]([C:1]4[CH:2]=[CH:3][CH:4]=[CH:5][CH:6]=4)[NH:8][C:9](=[O:15])[O:10][C:11]([CH3:14])([CH3:13])[CH3:12])=[CH:21][CH:20]=3)[C:40]=12, predict the reactants needed to synthesize it. (7) Given the product [O:14]=[C:12]1[N:11]2[CH2:15][CH2:16][NH:17][C:10]2=[CH:9][C:8]([O:7][CH2:6][C:5]2[CH:4]=[C:3]([CH:27]=[CH:26][CH:25]=2)[C:1]#[N:2])=[N:13]1, predict the reactants needed to synthesize it. The reactants are: [C:1]([C:3]1[CH:4]=[C:5]([CH:25]=[CH:26][CH:27]=1)[CH2:6][O:7][C:8]1[CH:9]=[C:10]2[N:17](C(OC(C)(C)C)=O)[CH2:16][CH2:15][N:11]2[C:12](=[O:14])[N:13]=1)#[N:2].C(O)(C(F)(F)F)=O. (8) The reactants are: [C:1]([O:4][CH2:5][C:6]1[C:11]2[C:12](=[O:34])[NH:13][N:14]([C:15]([C:28]3[CH:33]=[CH:32][CH:31]=[CH:30][CH:29]=3)([C:22]3[CH:27]=[CH:26][CH:25]=[CH:24][CH:23]=3)[C:16]3[CH:21]=[CH:20][CH:19]=[CH:18][CH:17]=3)[C:10]=2[CH:9]=[C:8]([Cl:35])[N:7]=1)(=[O:3])[CH3:2].C(=O)([O-])[O-].[K+].[K+].Br[CH2:43][CH2:44][OH:45]. Given the product [C:1]([O:4][CH2:5][C:6]1[C:11]2[C:12]([O:34][CH2:43][CH2:44][OH:45])=[N:13][N:14]([C:15]([C:22]3[CH:23]=[CH:24][CH:25]=[CH:26][CH:27]=3)([C:28]3[CH:33]=[CH:32][CH:31]=[CH:30][CH:29]=3)[C:16]3[CH:21]=[CH:20][CH:19]=[CH:18][CH:17]=3)[C:10]=2[CH:9]=[C:8]([Cl:35])[N:7]=1)(=[O:3])[CH3:2], predict the reactants needed to synthesize it. (9) Given the product [NH:8]1[CH2:9][CH2:10][CH:11]([N:14]2[CH:18]=[C:17]([C:19]3[CH:24]=[C:23]([C:36]4[S:37][C:38]5[CH:44]=[CH:43][CH:42]=[C:41]([C:45]([F:48])([F:47])[F:46])[C:39]=5[N:40]=4)[C:22]([NH2:34])=[N:21][CH:20]=3)[CH:16]=[N:15]2)[CH2:12][CH2:13]1, predict the reactants needed to synthesize it. The reactants are: C(OC([N:8]1[CH2:13][CH2:12][CH:11]([N:14]2[CH:18]=[C:17]([C:19]3[CH:20]=[N:21][C:22]([NH2:34])=[C:23](B4OC(C)(C)C(C)(C)O4)[CH:24]=3)[CH:16]=[N:15]2)[CH2:10][CH2:9]1)=O)(C)(C)C.Cl[C:36]1[S:37][C:38]2[CH:44]=[CH:43][CH:42]=[C:41]([C:45]([F:48])([F:47])[F:46])[C:39]=2[N:40]=1.C(=O)([O-])[O-].[K+].[K+].Cl.